From a dataset of NCI-60 drug combinations with 297,098 pairs across 59 cell lines. Regression. Given two drug SMILES strings and cell line genomic features, predict the synergy score measuring deviation from expected non-interaction effect. (1) Drug 1: CCCCC(=O)OCC(=O)C1(CC(C2=C(C1)C(=C3C(=C2O)C(=O)C4=C(C3=O)C=CC=C4OC)O)OC5CC(C(C(O5)C)O)NC(=O)C(F)(F)F)O. Drug 2: CC12CCC3C(C1CCC2O)C(CC4=C3C=CC(=C4)O)CCCCCCCCCS(=O)CCCC(C(F)(F)F)(F)F. Cell line: NCI-H322M. Synergy scores: CSS=17.8, Synergy_ZIP=-6.53, Synergy_Bliss=-4.35, Synergy_Loewe=-4.19, Synergy_HSA=-3.08. (2) Drug 1: CC1=C2C(C(=O)C3(C(CC4C(C3C(C(C2(C)C)(CC1OC(=O)C(C(C5=CC=CC=C5)NC(=O)OC(C)(C)C)O)O)OC(=O)C6=CC=CC=C6)(CO4)OC(=O)C)OC)C)OC. Drug 2: C1=CC(=CC=C1C#N)C(C2=CC=C(C=C2)C#N)N3C=NC=N3. Cell line: DU-145. Synergy scores: CSS=49.4, Synergy_ZIP=6.89, Synergy_Bliss=4.46, Synergy_Loewe=-7.82, Synergy_HSA=4.79. (3) Drug 1: CS(=O)(=O)C1=CC(=C(C=C1)C(=O)NC2=CC(=C(C=C2)Cl)C3=CC=CC=N3)Cl. Drug 2: C1CCC(C(C1)N)N.C(=O)(C(=O)[O-])[O-].[Pt+4]. Cell line: EKVX. Synergy scores: CSS=8.14, Synergy_ZIP=-4.05, Synergy_Bliss=-3.21, Synergy_Loewe=-1.71, Synergy_HSA=-1.48. (4) Drug 1: C1CN1C2=NC(=NC(=N2)N3CC3)N4CC4. Drug 2: CC12CCC3C(C1CCC2=O)CC(=C)C4=CC(=O)C=CC34C. Cell line: PC-3. Synergy scores: CSS=25.0, Synergy_ZIP=-0.335, Synergy_Bliss=-1.22, Synergy_Loewe=-1.28, Synergy_HSA=-0.635. (5) Drug 2: COC1=C2C(=CC3=C1OC=C3)C=CC(=O)O2. Drug 1: CCCS(=O)(=O)NC1=C(C(=C(C=C1)F)C(=O)C2=CNC3=C2C=C(C=N3)C4=CC=C(C=C4)Cl)F. Cell line: MDA-MB-435. Synergy scores: CSS=20.0, Synergy_ZIP=-3.34, Synergy_Bliss=-2.30, Synergy_Loewe=-24.2, Synergy_HSA=-4.05. (6) Drug 2: CC12CCC(CC1=CCC3C2CCC4(C3CC=C4C5=CN=CC=C5)C)O. Cell line: KM12. Drug 1: CCCS(=O)(=O)NC1=C(C(=C(C=C1)F)C(=O)C2=CNC3=C2C=C(C=N3)C4=CC=C(C=C4)Cl)F. Synergy scores: CSS=7.44, Synergy_ZIP=-3.18, Synergy_Bliss=1.63, Synergy_Loewe=-13.2, Synergy_HSA=-2.09. (7) Drug 1: C1=CC(=CC=C1CC(C(=O)O)N)N(CCCl)CCCl.Cl. Cell line: MALME-3M. Synergy scores: CSS=1.23, Synergy_ZIP=-2.64, Synergy_Bliss=-1.81, Synergy_Loewe=-9.81, Synergy_HSA=-4.65. Drug 2: C1=CC(=CC=C1C#N)C(C2=CC=C(C=C2)C#N)N3C=NC=N3.